Dataset: Reaction yield outcomes from USPTO patents with 853,638 reactions. Task: Predict the reaction yield, written as a fraction of the theoretical maximum amount of product (1.0 means a 100% yield; for example, 0.34 means a 34% yield). (1) The reactants are [N+:1]([C:4]1[CH:9]=[CH:8][C:7]([N:10]([C:20]2[CH:25]=[CH:24][C:23]([N+:26]([O-])=O)=[CH:22][CH:21]=2)[C:11]2[CH:16]=[CH:15][C:14]([N+:17]([O-])=O)=[CH:13][CH:12]=2)=[CH:6][CH:5]=1)([O-])=O.O1CCOCC1.O.NN. The catalyst is [Pd].C(O)C. The product is [NH2:1][C:4]1[CH:9]=[CH:8][C:7]([N:10]([C:20]2[CH:25]=[CH:24][C:23]([NH2:26])=[CH:22][CH:21]=2)[C:11]2[CH:16]=[CH:15][C:14]([NH2:17])=[CH:13][CH:12]=2)=[CH:6][CH:5]=1. The yield is 0.880. (2) The catalyst is C(O)C. The yield is 0.590. The reactants are [ClH:1].[CH:2]1([C:5]([C:7]2[CH:12]=[CH:11][C:10]([CH2:13][CH:14]([C:20]([O:22][CH2:23][CH3:24])=[O:21])[C:15]([O:17][CH2:18][CH3:19])=[O:16])=[CH:9][CH:8]=2)=[O:6])[CH2:4][CH2:3]1. The product is [Cl:1][CH2:4][CH2:3][CH2:2][C:5]([C:7]1[CH:12]=[CH:11][C:10]([CH2:13][CH:14]([C:20]([O:22][CH2:23][CH3:24])=[O:21])[C:15]([O:17][CH2:18][CH3:19])=[O:16])=[CH:9][CH:8]=1)=[O:6]. (3) The reactants are [NH2:1][C:2]1[CH:7]=[CH:6][C:5]([C:8]#[C:9][C:10]2[N:11]([CH2:23][CH3:24])[C:12]3[C:17]([C:18]=2[C:19]#[N:20])=[CH:16][CH:15]=[C:14]([O:21][CH3:22])[CH:13]=3)=[CH:4][CH:3]=1.[Cl:25][CH2:26][CH2:27][N:28]=[C:29]=[O:30]. The catalyst is C1(C)C=CC=CC=1.CC(C)=O. The product is [Cl:25][CH2:26][CH2:27][NH:28][C:29]([NH:1][C:2]1[CH:7]=[CH:6][C:5]([C:8]#[C:9][C:10]2[N:11]([CH2:23][CH3:24])[C:12]3[C:17]([C:18]=2[C:19]#[N:20])=[CH:16][CH:15]=[C:14]([O:21][CH3:22])[CH:13]=3)=[CH:4][CH:3]=1)=[O:30]. The yield is 0.540. (4) The reactants are [C:1]1([C:27]2[CH:32]=[CH:31][CH:30]=[CH:29][CH:28]=2)[CH:6]=[CH:5][C:4]([C:7]([N:9]2[CH2:13][C:12](=[N:14][O:15][CH3:16])[CH2:11][C@H:10]2[C:17]2[O:21][N:20]=[C:19]([C:22](OCC)=[O:23])[N:18]=2)=[O:8])=[CH:3][CH:2]=1.[Li+].[OH-].CCN=C=[N:39][CH2:40][CH2:41][CH2:42][N:43]([CH3:45])[CH3:44].Cl.CN(C)CCCN. The catalyst is C1COCC1.C(Cl)Cl.O. The product is [C:1]1([C:27]2[CH:28]=[CH:29][CH:30]=[CH:31][CH:32]=2)[CH:2]=[CH:3][C:4]([C:7]([N:9]2[CH2:13][C:12](=[N:14][O:15][CH3:16])[CH2:11][C@H:10]2[C:17]2[O:21][N:20]=[C:19]([C:22]([NH:39][CH2:40][CH2:41][CH2:42][N:43]([CH3:45])[CH3:44])=[O:23])[N:18]=2)=[O:8])=[CH:5][CH:6]=1. The yield is 0.560. (5) The reactants are [C:1]([O:5][C:6](=[O:15])[CH2:7]/[N:8]=[CH:9]/[CH2:10][C:11]([CH3:14])([CH3:13])[CH3:12])([CH3:4])([CH3:3])[CH3:2].[Cl:16][C:17]1[CH:22]=[CH:21][C:20](/[C:23](=[CH:26]/[C:27]2[CH:32]=[CH:31][C:30]([C:33]([F:36])([F:35])[F:34])=[C:29]([Cl:37])[CH:28]=2)/[C:24]#[N:25])=[C:19]([F:38])[CH:18]=1.C(N(CC)CC)C. The catalyst is ClCCl. The product is [C:1]([O:5][C:6]([CH:7]1[CH:26]([C:27]2[CH:32]=[CH:31][C:30]([C:33]([F:34])([F:36])[F:35])=[C:29]([Cl:37])[CH:28]=2)[C:23]([C:20]2[CH:21]=[CH:22][C:17]([Cl:16])=[CH:18][C:19]=2[F:38])([C:24]#[N:25])[CH:9]([CH2:10][C:11]([CH3:14])([CH3:13])[CH3:12])[NH:8]1)=[O:15])([CH3:4])([CH3:3])[CH3:2]. The yield is 0.300. (6) The reactants are [CH3:1][C:2]([NH:6][C:7]1[S:11][CH:10]=[N:9][C:8]=1[C:12](O)=O)([CH3:5])[CH2:3][CH3:4].C(N(C(C)C)CC)(C)C.[CH3:24][C:25]1[CH:26]=[C:27]([NH2:32])[C:28]([NH2:31])=[CH:29][CH:30]=1.CN(C(ON1N=NC2C=CC=CC1=2)=[N+](C)C)C.[B-](F)(F)(F)F. The catalyst is CN(C=O)C. The product is [CH3:1][C:2]([NH:6][C:7]1[S:11][CH:10]=[N:9][C:8]=1[C:12]1[NH:31][C:28]2[CH:29]=[CH:30][C:25]([CH3:24])=[CH:26][C:27]=2[N:32]=1)([CH3:5])[CH2:3][CH3:4]. The yield is 0.210. (7) The catalyst is C(#N)C. The yield is 0.390. The product is [CH2:1]([O:8][C:9]([C@@H:10]([NH:11][CH2:18][CH2:17][CH2:23][S:20]([OH:22])(=[O:21])=[O:19])[CH:12]([CH3:13])[CH2:14][CH3:15])=[O:16])[C:2]1[CH:7]=[CH:6][CH:5]=[CH:4][CH:3]=1. The reactants are [CH2:1]([O:8][C:9](=[O:16])[C@H:10]([C@H:12]([CH2:14][CH3:15])[CH3:13])[NH2:11])[C:2]1[CH:7]=[CH:6][CH:5]=[CH:4][CH:3]=1.[CH2:17]1[CH2:23][S:20](=[O:22])(=[O:21])[O:19][CH2:18]1.